This data is from TCR-epitope binding with 47,182 pairs between 192 epitopes and 23,139 TCRs. The task is: Binary Classification. Given a T-cell receptor sequence (or CDR3 region) and an epitope sequence, predict whether binding occurs between them. (1) The epitope is PKYVKQNTLKLAT. The TCR CDR3 sequence is CASSPGQGLRRETQYF. Result: 1 (the TCR binds to the epitope). (2) The epitope is KLWAQCVQL. The TCR CDR3 sequence is CASSVGQLSYNEQFF. Result: 1 (the TCR binds to the epitope). (3) The epitope is KLMNIQQKL. The TCR CDR3 sequence is CASSLGLSGAYNEQFF. Result: 1 (the TCR binds to the epitope). (4) The epitope is KLNVGDYFV. The TCR CDR3 sequence is CSAKSGQPPYEQYF. Result: 0 (the TCR does not bind to the epitope). (5) The epitope is KMQRMLLEK. The TCR CDR3 sequence is CASSQVTLASSYNEQFF. Result: 0 (the TCR does not bind to the epitope). (6) The epitope is ITEEVGHTDLMAAY. The TCR CDR3 sequence is CASSQVLSLDTGQPQHF. Result: 1 (the TCR binds to the epitope).